Dataset: Catalyst prediction with 721,799 reactions and 888 catalyst types from USPTO. Task: Predict which catalyst facilitates the given reaction. (1) Reactant: CN.[Br:3][C:4]1[CH:9]=[CH:8][CH:7]=[CH:6][C:5]=1[CH2:10][CH2:11][CH:12]=O.[C:14]([BH3-])#[N:15].[Na+].[OH-].[Na+].[C:20](O[C:20]([O:22][C:23]([CH3:26])([CH3:25])[CH3:24])=[O:21])([O:22][C:23]([CH3:26])([CH3:25])[CH3:24])=[O:21].C(N(CC)CC)C. Product: [C:23]([O:22][C:20](=[O:21])[N:15]([CH2:12][CH2:11][CH2:10][C:5]1[CH:6]=[CH:7][CH:8]=[CH:9][C:4]=1[Br:3])[CH3:14])([CH3:26])([CH3:25])[CH3:24]. The catalyst class is: 130. (2) Product: [CH3:1][C:2]([CH3:24])([CH2:16][O:17][CH:18]1[CH2:23][CH2:22][CH2:21][CH2:20][O:19]1)[CH2:3][CH2:4][NH2:5]. The catalyst class is: 8. Reactant: [CH3:1][C:2]([CH3:24])([CH2:16][O:17][CH:18]1[CH2:23][CH2:22][CH2:21][CH2:20][O:19]1)[CH2:3][CH2:4][N:5]1C(=O)C2C(=CC=CC=2)C1=O.O.NN. (3) Reactant: [CH3:1][C:2]1[C:7]2[C:8](=[O:13])[O:9]C(=O)[NH:11][C:6]=2[CH:5]=[CH:4][C:3]=1[N:14]([CH3:16])[CH3:15].Cl.C([O-])(=O)C.[Na+]. Product: [NH2:11][C:6]1[C:7]([C:8]([OH:13])=[O:9])=[C:2]([CH3:1])[C:3]([N:14]([CH3:15])[CH3:16])=[CH:4][CH:5]=1. The catalyst class is: 74. (4) Reactant: [Cl:1][C:2]1[CH:7]=[CH:6][CH:5]=[C:4]([Cl:8])[C:3]=1[CH2:9][S:10]([C:13]1[CH:14]=[C:15]2[C:19](=[CH:20][CH:21]=1)[NH:18][C:17](=[O:22])/[C:16]/2=[CH:23]\[C:24]1[NH:28][C:27]([CH3:29])=[C:26]([CH2:30][C:31]([OH:33])=O)[C:25]=1[CH3:34])(=[O:12])=[O:11].[CH:35]1[CH:36]=[CH:37][C:38]2[N:43](O)N=[N:41][C:39]=2C=1.CCN=C=NCCCN(C)C.N1CCCC1C[C@H:62]1C[CH2:65][C@@H:64]([OH:67])[CH2:63]1. Product: [Cl:8][C:4]1[CH:5]=[CH:6][CH:7]=[C:2]([Cl:1])[C:3]=1[CH2:9][S:10]([C:13]1[CH:14]=[C:15]2[C:19](=[CH:20][CH:21]=1)[NH:18][C:17](=[O:22])/[C:16]/2=[CH:23]\[C:24]1[NH:28][C:27]([CH3:29])=[C:26]([CH2:30][C:31]([N:43]2[CH2:35][CH2:36][CH2:37][C@@H:38]2[CH2:39][N:41]2[CH2:62][CH2:63][C@@H:64]([OH:67])[CH2:65]2)=[O:33])[C:25]=1[CH3:34])(=[O:12])=[O:11]. The catalyst class is: 85.